From a dataset of NCI-60 drug combinations with 297,098 pairs across 59 cell lines. Regression. Given two drug SMILES strings and cell line genomic features, predict the synergy score measuring deviation from expected non-interaction effect. (1) Drug 1: CN(C(=O)NC(C=O)C(C(C(CO)O)O)O)N=O. Drug 2: C1C(C(OC1N2C=NC(=NC2=O)N)CO)O. Cell line: EKVX. Synergy scores: CSS=3.98, Synergy_ZIP=-2.47, Synergy_Bliss=-0.747, Synergy_Loewe=-2.01, Synergy_HSA=-0.918. (2) Drug 1: CC1=C(N=C(N=C1N)C(CC(=O)N)NCC(C(=O)N)N)C(=O)NC(C(C2=CN=CN2)OC3C(C(C(C(O3)CO)O)O)OC4C(C(C(C(O4)CO)O)OC(=O)N)O)C(=O)NC(C)C(C(C)C(=O)NC(C(C)O)C(=O)NCCC5=NC(=CS5)C6=NC(=CS6)C(=O)NCCC[S+](C)C)O. Drug 2: CCCCC(=O)OCC(=O)C1(CC(C2=C(C1)C(=C3C(=C2O)C(=O)C4=C(C3=O)C=CC=C4OC)O)OC5CC(C(C(O5)C)O)NC(=O)C(F)(F)F)O. Cell line: MCF7. Synergy scores: CSS=46.0, Synergy_ZIP=-5.21, Synergy_Bliss=-7.22, Synergy_Loewe=-16.6, Synergy_HSA=-2.62.